Dataset: HIV replication inhibition screening data with 41,000+ compounds from the AIDS Antiviral Screen. Task: Binary Classification. Given a drug SMILES string, predict its activity (active/inactive) in a high-throughput screening assay against a specified biological target. (1) The compound is O=c1c2cccc3cccc(c4n1CCCN=4)c32. The result is 0 (inactive). (2) The drug is COc1cc(CC2C(O)C3CCN2CC3)cc(OC)c1OC. The result is 0 (inactive). (3) The compound is Nc1cc2cccc[n+]2c2cccc(Cl)c12.[Cl-]. The result is 0 (inactive). (4) The molecule is Cl.O=C(C=Cc1ccc(Cl)c(Cl)c1)CCN1CCN(CCC(=O)C=Cc2ccc(Cl)c(Cl)c2)CC1. The result is 0 (inactive). (5) The compound is CC(=O)ONC(C(=O)C(C)(C)C)C(=O)C(C)(C)C. The result is 0 (inactive). (6) The compound is CN(C)CCCN1C(=S)N(CCCN(C)C)c2c3ccccc3nc3c([N+](=O)[O-])ccc1c23.Cl. The result is 0 (inactive). (7) The drug is COc1ccc(N2C(=O)C3c4c(c5ccccc5n4C)C4CCC(C(C)(C)C)CC4C3C2=O)cc1. The result is 0 (inactive).